Regression. Given two drug SMILES strings and cell line genomic features, predict the synergy score measuring deviation from expected non-interaction effect. From a dataset of NCI-60 drug combinations with 297,098 pairs across 59 cell lines. Drug 1: CC12CCC3C(C1CCC2=O)CC(=C)C4=CC(=O)C=CC34C. Drug 2: CC1=CC2C(CCC3(C2CCC3(C(=O)C)OC(=O)C)C)C4(C1=CC(=O)CC4)C. Cell line: HCT-15. Synergy scores: CSS=54.7, Synergy_ZIP=1.46, Synergy_Bliss=-1.62, Synergy_Loewe=-21.6, Synergy_HSA=-2.66.